Predict the reactants needed to synthesize the given product. From a dataset of Retrosynthesis with 50K atom-mapped reactions and 10 reaction types from USPTO. (1) The reactants are: Cc1ccc([N+](=O)[O-])cc1-n1nnn(C)c1=O. Given the product Cc1ccc(N)cc1-n1nnn(C)c1=O, predict the reactants needed to synthesize it. (2) The reactants are: COC(=O)Cn1cc(-c2ccc3c(c2)[C@H](NC(=O)OC(C)C)C[C@H](C)N3C(C)=O)nn1. Given the product CC(=O)N1c2ccc(-c3cn(CC(=O)O)nn3)cc2[C@H](NC(=O)OC(C)C)C[C@@H]1C, predict the reactants needed to synthesize it. (3) Given the product COC(=O)c1ccc(-c2ccc(NCC3CCN(CC(C)(C)F)CC3)cc2)cc1, predict the reactants needed to synthesize it. The reactants are: COC(=O)c1ccc(-c2ccc(N(Cc3ccccc3)CC3CCN(CC(C)(C)F)CC3)cc2)cc1. (4) Given the product CN1CCN(c2ccc(C(=O)Nc3n[nH]c4ccc(S(=O)(=O)c5ccccc5)cc34)c(N)c2)CC1, predict the reactants needed to synthesize it. The reactants are: CN1CCN(c2ccc(C(=O)Nc3n[nH]c4ccc(S(=O)(=O)c5ccccc5)cc34)c([N+](=O)[O-])c2)CC1. (5) Given the product CCOC(=O)c1c(/C=C(\C(=O)O)c2ccc(OC)cc2)c2c(Cl)cc(Cl)cc2n1S(=O)(=O)c1ccc(C)cc1, predict the reactants needed to synthesize it. The reactants are: CCOC(=O)c1c(/C=C(\C(=O)OC(C)(C)C)c2ccc(OC)cc2)c2c(Cl)cc(Cl)cc2n1S(=O)(=O)c1ccc(C)cc1.